From a dataset of NCI-60 drug combinations with 297,098 pairs across 59 cell lines. Regression. Given two drug SMILES strings and cell line genomic features, predict the synergy score measuring deviation from expected non-interaction effect. (1) Drug 1: C1=CC(=CC=C1C#N)C(C2=CC=C(C=C2)C#N)N3C=NC=N3. Drug 2: CC1=CC=C(C=C1)C2=CC(=NN2C3=CC=C(C=C3)S(=O)(=O)N)C(F)(F)F. Cell line: IGROV1. Synergy scores: CSS=-2.15, Synergy_ZIP=1.47, Synergy_Bliss=0.949, Synergy_Loewe=-4.09, Synergy_HSA=-4.53. (2) Synergy scores: CSS=20.2, Synergy_ZIP=-2.63, Synergy_Bliss=3.55, Synergy_Loewe=3.14, Synergy_HSA=4.18. Drug 1: CC1C(C(=O)NC(C(=O)N2CCCC2C(=O)N(CC(=O)N(C(C(=O)O1)C(C)C)C)C)C(C)C)NC(=O)C3=C4C(=C(C=C3)C)OC5=C(C(=O)C(=C(C5=N4)C(=O)NC6C(OC(=O)C(N(C(=O)CN(C(=O)C7CCCN7C(=O)C(NC6=O)C(C)C)C)C)C(C)C)C)N)C. Cell line: MCF7. Drug 2: CCN(CC)CCCC(C)NC1=C2C=C(C=CC2=NC3=C1C=CC(=C3)Cl)OC.